Dataset: Reaction yield outcomes from USPTO patents with 853,638 reactions. Task: Predict the reaction yield, written as a fraction of the theoretical maximum amount of product (1.0 means a 100% yield; for example, 0.34 means a 34% yield). (1) The reactants are Br[CH2:2][C:3]1[CH:8]=[CH:7][C:6]([N+:9]([O-:11])=[O:10])=[CH:5][CH:4]=1.C(=O)([O-])[O-].[K+].[K+].[SH:18][CH2:19][CH2:20][C:21]([O:23][CH2:24][CH3:25])=[O:22]. The catalyst is CC(C)=O. The product is [N+:9]([C:6]1[CH:7]=[CH:8][C:3]([CH2:2][S:18][CH2:19][CH2:20][C:21]([O:23][CH2:24][CH3:25])=[O:22])=[CH:4][CH:5]=1)([O-:11])=[O:10]. The yield is 0.840. (2) The reactants are [F:1][C:2]1[CH:7]=[CH:6][C:5]([N:8]2[C@H:11]([C:12]3[CH:17]=[CH:16][C:15]([C:18]4[CH:23]=[CH:22][CH:21]=[C:20]([OH:24])[CH:19]=4)=[CH:14][CH:13]=3)[C@@H:10]([CH2:25][CH2:26][C@@H:27]([C:29]3[CH:34]=[CH:33][C:32]([F:35])=[CH:31][CH:30]=3)[OH:28])[C:9]2=[O:36])=[CH:4][CH:3]=1.[Br-:37].[Br-].[Br-].C([N+](CCCC)(CCCC)CCCC)CCC.C([N+](CCCC)(CCCC)CCCC)CCC.C([N+](CCCC)(CCCC)CCCC)CCC.S([O-])([O-])(=O)=S.[Na+].[Na+].C(#N)C. The catalyst is C(Cl)(Cl)Cl.O. The product is [Br:37][C:23]1[CH:22]=[CH:21][C:20]([OH:24])=[CH:19][C:18]=1[C:15]1[CH:14]=[CH:13][C:12]([C@H:11]2[N:8]([C:5]3[CH:4]=[CH:3][C:2]([F:1])=[CH:7][CH:6]=3)[C:9](=[O:36])[C@@H:10]2[CH2:25][CH2:26][C@@H:27]([C:29]2[CH:30]=[CH:31][C:32]([F:35])=[CH:33][CH:34]=2)[OH:28])=[CH:17][CH:16]=1. The yield is 0.340.